From a dataset of Full USPTO retrosynthesis dataset with 1.9M reactions from patents (1976-2016). Predict the reactants needed to synthesize the given product. Given the product [N:1]1([C:10]2([CH2:15][C:16]#[N:18])[CH2:14][CH2:13][CH2:12][CH2:11]2)[C:5]2=[N:6][CH:7]=[CH:8][CH:9]=[C:4]2[CH:3]=[CH:2]1, predict the reactants needed to synthesize it. The reactants are: [N:1]1([C:10]2([CH2:15][C:16]([NH2:18])=O)[CH2:14][CH2:13][CH2:12][CH2:11]2)[C:5]2=[N:6][CH:7]=[CH:8][CH:9]=[C:4]2[CH:3]=[CH:2]1.N1C(Cl)=NC(Cl)=NC=1Cl.C(OCC)(=O)C.O.